Dataset: Forward reaction prediction with 1.9M reactions from USPTO patents (1976-2016). Task: Predict the product of the given reaction. (1) Given the reactants [Br:1][C:2]1[CH:7]=[CH:6][C:5]([C:8]2[O:12][N:11]=[C:10]([CH3:13])[C:9]=2[CH:14]([OH:19])[CH2:15][CH2:16][CH:17]=[CH2:18])=[CH:4][CH:3]=1.[Cl:20][C:21]1[CH:26]=[CH:25][C:24](I)=[CH:23][C:22]=1[Cl:28], predict the reaction product. The product is: [Br:1][C:2]1[CH:3]=[CH:4][C:5]([C:8]2[O:12][N:11]=[C:10]([CH3:13])[C:9]=2[CH:14]([OH:19])[CH2:15][CH2:16]/[CH:17]=[CH:18]/[C:24]2[CH:25]=[CH:26][C:21]([Cl:20])=[C:22]([Cl:28])[CH:23]=2)=[CH:6][CH:7]=1. (2) Given the reactants Br[C:2]1[C:6]2[CH:7]=[CH:8][CH:9]=[CH:10][C:5]=2[O:4][CH:3]=1.[N+](C1[CH:22]=[CH:21][C:17]([C:18](O)=[O:19])=CC=1)([O-])=O.O1C=CCC1, predict the reaction product. The product is: [O:4]1[C:5]2[CH:10]=[CH:9][CH:8]=[CH:7][C:6]=2[C:2]([C@@H:18]2[CH:17]=[CH:21][CH2:22][O:19]2)=[CH:3]1. (3) Given the reactants C(OC(=O)[NH:7][C@H:8]([C:10](=O)[NH:11][C:12]1[CH:17]=[CH:16][C:15]([F:18])=[CH:14][C:13]=1[NH:19][C:20]1[CH:25]=[CH:24][CH:23]=[CH:22][C:21]=1[F:26])[CH3:9])(C)(C)C, predict the reaction product. The product is: [F:18][C:15]1[CH:16]=[CH:17][C:12]2[N:11]=[C:10]([C@@H:8]([NH2:7])[CH3:9])[N:19]([C:20]3[CH:25]=[CH:24][CH:23]=[CH:22][C:21]=3[F:26])[C:13]=2[CH:14]=1. (4) Given the reactants [C:1]1([C:11]2[CH:16]=[CH:15][C:14]([N:17]3[C:29]4[CH:28]=[CH:27][CH:26]=[CH:25][C:24]=4[C:23]4[C:18]3=[CH:19][CH:20]=[CH:21][CH:22]=4)=[CH:13][CH:12]=2)[C:10]2[C:5](=[CH:6][CH:7]=[CH:8][CH:9]=2)[CH:4]=[CH:3][CH:2]=1.[Br:30]N1C(=O)CCC1=O, predict the reaction product. The product is: [Br:30][C:26]1[CH:27]=[CH:28][C:29]2[N:17]([C:14]3[CH:13]=[CH:12][C:11]([C:1]4[C:10]5[C:5](=[CH:6][CH:7]=[CH:8][CH:9]=5)[CH:4]=[CH:3][CH:2]=4)=[CH:16][CH:15]=3)[C:18]3[C:23]([C:24]=2[CH:25]=1)=[CH:22][CH:21]=[CH:20][CH:19]=3. (5) Given the reactants [NH2:1][C:2]1[C:10]([CH3:11])=[CH:9][CH:8]=[CH:7][C:3]=1[C:4]([OH:6])=[O:5].CN(C)C=O.[I:17]N1C(=O)CCC1=O, predict the reaction product. The product is: [NH2:1][C:2]1[C:10]([CH3:11])=[CH:9][C:8]([I:17])=[CH:7][C:3]=1[C:4]([OH:6])=[O:5]. (6) Given the reactants [Br:1][C:2]1[CH:3]=[CH:4][C:5]2[O:14][C:13]3[C:12](=[O:15])[NH:11][C:10]([CH2:16]Cl)=[N:9][C:8]=3[C:6]=2[CH:7]=1.[C@H:18]12[CH2:24][C@H:21]([NH:22][CH2:23]1)[CH2:20][N:19]2[C:25]([O:27][C:28]([CH3:31])([CH3:30])[CH3:29])=[O:26].C(N(C(C)C)CC)(C)C, predict the reaction product. The product is: [Br:1][C:2]1[CH:3]=[CH:4][C:5]2[O:14][C:13]3[C:12](=[O:15])[NH:11][C:10]([CH2:16][N:22]4[CH2:23][C@@H:18]5[CH2:24][C@H:21]4[CH2:20][N:19]5[C:25]([O:27][C:28]([CH3:31])([CH3:30])[CH3:29])=[O:26])=[N:9][C:8]=3[C:6]=2[CH:7]=1.